From a dataset of Forward reaction prediction with 1.9M reactions from USPTO patents (1976-2016). Predict the product of the given reaction. (1) Given the reactants S(=O)(=O)(O)O.[CH3:6][O:7][C:8]1[CH:16]=[C:15]([O:17][CH3:18])[CH:14]=[CH:13][C:9]=1[C:10]([OH:12])=[O:11].[CH3:19]O, predict the reaction product. The product is: [CH3:6][O:7][C:8]1[CH:16]=[C:15]([O:17][CH3:18])[CH:14]=[CH:13][C:9]=1[C:10]([O:12][CH3:19])=[O:11]. (2) Given the reactants [Br:1][C:2]1[CH:3]=[C:4]2[C:9](=[CH:10][CH:11]=1)[CH:8]=[C:7]([C:12](O)([CH3:14])[CH3:13])[CH:6]=[CH:5]2, predict the reaction product. The product is: [Br:1][C:2]1[CH:11]=[CH:10][C:9]2[C:4](=[CH:5][CH:6]=[C:7]([C:12]([CH3:14])=[CH2:13])[CH:8]=2)[CH:3]=1. (3) Given the reactants C[O:2][C:3](=[O:24])/[CH:4]=[CH:5]/[C:6]1[CH:7]=[C:8]2[C:20](=[CH:21][CH:22]=1)[O:19][C:11]1([CH2:15][CH2:14][N:13]([C:16](=[O:18])[CH3:17])[CH2:12]1)[CH2:10][C:9]2=[O:23].Cl, predict the reaction product. The product is: [C:16]([N:13]1[CH2:14][CH2:15][C:11]2([CH2:10][C:9](=[O:23])[C:8]3[C:20](=[CH:21][CH:22]=[C:6](/[CH:5]=[CH:4]/[C:3]([OH:24])=[O:2])[CH:7]=3)[O:19]2)[CH2:12]1)(=[O:18])[CH3:17].